From a dataset of Forward reaction prediction with 1.9M reactions from USPTO patents (1976-2016). Predict the product of the given reaction. (1) Given the reactants [C:1]([B-:3]([C:8]#[N:9])([C:6]#[N:7])[C:4]#[N:5])#[N:2].[K+].[Br-].[CH3:12][N+:13]1([CH2:19][CH2:20][CH2:21][CH2:22][CH2:23][CH2:24][CH2:25][CH3:26])[CH2:18][CH2:17][O:16][CH2:15][CH2:14]1, predict the reaction product. The product is: [C:1]([B-:3]([C:8]#[N:9])([C:6]#[N:7])[C:4]#[N:5])#[N:2].[CH3:12][N+:13]1([CH2:19][CH2:20][CH2:21][CH2:22][CH2:23][CH2:24][CH2:25][CH3:26])[CH2:18][CH2:17][O:16][CH2:15][CH2:14]1. (2) Given the reactants [C:1]([C:5]1[N:10]=[CH:9][C:8]([C:11]2[N:12]([C:32]([N:34]3[CH2:39][CH2:38][CH:37]([CH2:40][C:41]([OH:43])=O)[CH2:36][CH2:35]3)=[O:33])[C@@:13]([C:25]3[CH:30]=[CH:29][C:28]([Cl:31])=[CH:27][CH:26]=3)([CH3:24])[C@@:14]([C:17]3[CH:22]=[CH:21][C:20]([Cl:23])=[CH:19][CH:18]=3)([CH3:16])[N:15]=2)=[C:7]([O:44][CH2:45][CH3:46])[CH:6]=1)([CH3:4])([CH3:3])[CH3:2].[CH2:47]([NH:51][CH2:52][CH:53]([CH3:55])[CH3:54])[CH:48]([CH3:50])[CH3:49], predict the reaction product. The product is: [C:1]([C:5]1[N:10]=[CH:9][C:8]([C:11]2[N:12]([C:32]([N:34]3[CH2:35][CH2:36][CH:37]([CH2:40][C:41]([N:51]([CH2:52][CH:53]([CH3:55])[CH3:54])[CH2:47][CH:48]([CH3:50])[CH3:49])=[O:43])[CH2:38][CH2:39]3)=[O:33])[C@@:13]([C:25]3[CH:26]=[CH:27][C:28]([Cl:31])=[CH:29][CH:30]=3)([CH3:24])[C@@:14]([C:17]3[CH:22]=[CH:21][C:20]([Cl:23])=[CH:19][CH:18]=3)([CH3:16])[N:15]=2)=[C:7]([O:44][CH2:45][CH3:46])[CH:6]=1)([CH3:2])([CH3:3])[CH3:4]. (3) The product is: [CH:1]([C:4]1([C:10]([Cl:15])=[O:12])[CH2:8][CH2:7][C:6](=[O:9])[CH2:5]1)([CH3:3])[CH3:2]. Given the reactants [CH:1]([C:4]1([C:10]([OH:12])=O)[CH2:8][CH2:7][C:6](=[O:9])[CH2:5]1)([CH3:3])[CH3:2].S(Cl)([Cl:15])=O, predict the reaction product. (4) Given the reactants [CH3:1][C:2]1[NH:3][C:4]2[C:9]([C:10]=1[CH3:11])=[C:8]([N:12]1[CH2:17][CH2:16][CH2:15][CH:14]([NH:18][CH3:19])[CH2:13]1)[CH:7]=[CH:6][C:5]=2[C:20]([NH2:22])=[O:21].CCN(C(C)C)C(C)C.[C:32](Cl)(=[O:35])[CH:33]=[CH2:34], predict the reaction product. The product is: [CH3:1][C:2]1[NH:3][C:4]2[C:9]([C:10]=1[CH3:11])=[C:8]([N:12]1[CH2:17][CH2:16][CH2:15][CH:14]([N:18]([CH3:19])[C:32](=[O:35])[CH:33]=[CH2:34])[CH2:13]1)[CH:7]=[CH:6][C:5]=2[C:20]([NH2:22])=[O:21]. (5) The product is: [CH2:1]([O:3][C:4](=[O:25])[C:5]([O:7][C:8]1[CH:9]=[CH:10][C:11]([O:14][CH2:15][CH2:16][CH:17]2[CH2:21][N:20]([CH2:36][C:35]3[CH:34]=[CH:33][C:32]([S:29]([CH3:28])(=[O:31])=[O:30])=[CH:39][CH:38]=3)[C:19](=[O:22])[N:18]2[CH3:23])=[CH:12][CH:13]=1)([CH3:24])[CH3:6])[CH3:2]. Given the reactants [CH2:1]([O:3][C:4](=[O:25])[C:5]([CH3:24])([O:7][C:8]1[CH:13]=[CH:12][C:11]([O:14][CH2:15][CH2:16][CH:17]2[CH2:21][NH:20][C:19](=[O:22])[N:18]2[CH3:23])=[CH:10][CH:9]=1)[CH3:6])[CH3:2].[H-].[Na+].[CH3:28][S:29]([C:32]1[CH:39]=[CH:38][C:35]([CH2:36]Cl)=[CH:34][CH:33]=1)(=[O:31])=[O:30].Cl, predict the reaction product. (6) The product is: [Br:1][C:2]1[CH:3]=[CH:4][C:5]2[N:15]([CH2:16][C:17]3([OH:22])[CH2:21][CH2:20][CH2:19][CH2:18]3)[C:9]([C:10]([CH3:13])([CH3:12])[CH3:11])=[N:8][C:6]=2[CH:7]=1. Given the reactants [Br:1][C:2]1[CH:3]=[CH:4][C:5]([NH:15][CH2:16][C:17]2([OH:22])[CH2:21][CH2:20][CH2:19][CH2:18]2)=[C:6]([NH:8][C:9](=O)[C:10]([CH3:13])([CH3:12])[CH3:11])[CH:7]=1.O.C1(C)C=CC(S(O)(=O)=O)=CC=1, predict the reaction product. (7) Given the reactants [CH3:1][C:2]1[C:7]([CH3:8])=[CH:6][C:5]([CH3:9])=[CH:4][C:3]=1[OH:10].C(=O)([O-])[O-].[K+].[K+].[I-].[K+].[CH2:19]([O:21][CH2:22][CH2:23]Cl)[CH3:20], predict the reaction product. The product is: [CH2:19]([O:21][CH2:22][CH2:23][O:10][C:3]1[CH:4]=[C:5]([CH3:9])[CH:6]=[C:7]([CH3:8])[C:2]=1[CH3:1])[CH3:20]. (8) The product is: [N:8]([C@@H:11]1[CH2:16][CH2:15][C@H:14]([NH:17][C:61](=[O:62])[C@@H:56]([NH:55][C:64](=[O:65])[O:66][C:67]([CH3:68])([CH3:69])[CH3:70])[CH2:57][CH2:58][S:59][CH3:60])[C@H:13]([CH2:18][S:19]([C:22]2[CH:23]=[CH:24][CH:25]=[CH:26][CH:27]=2)(=[O:21])=[O:20])[CH2:12]1)=[N+:9]=[N-:10]. Given the reactants FC(F)(F)C(O)=O.[N:8]([C@@H:11]1[CH2:16][CH2:15][C@H:14]([NH2:17])[C@H:13]([CH2:18][S:19]([C:22]2[CH:27]=[CH:26][CH:25]=[CH:24][CH:23]=2)(=[O:21])=[O:20])[CH2:12]1)=[N+:9]=[N-:10].CN([P+](ON1N=NC2C=CC=CC1=2)(N(C)C)N(C)C)C.F[P-](F)(F)(F)(F)F.[NH:55]([C:64]([O:66][C:67]([CH3:70])([CH3:69])[CH3:68])=[O:65])[C@H:56]([C:61](O)=[O:62])[CH2:57][CH2:58][S:59][CH3:60].CN1CCOCC1, predict the reaction product. (9) Given the reactants [OH-].[Na+].[CH2:3]([O:6][C:7]1[CH:12]=[CH:11][C:10]([C@@H:13]2[CH2:15][C@H:14]2[C:16]([O:18]CC)=[O:17])=[CH:9][CH:8]=1)[CH:4]=[CH2:5], predict the reaction product. The product is: [CH2:3]([O:6][C:7]1[CH:12]=[CH:11][C:10]([C@@H:13]2[CH2:15][C@H:14]2[C:16]([OH:18])=[O:17])=[CH:9][CH:8]=1)[CH:4]=[CH2:5]. (10) Given the reactants [NH2:1][C:2]1[C:3]([C:8]([O:10][CH3:11])=[O:9])=[N:4][CH:5]=[CH:6][N:7]=1.[F:12][C:13]1[CH:21]=[CH:20][C:16]([C:17](Cl)=[O:18])=[CH:15][CH:14]=1, predict the reaction product. The product is: [F:12][C:13]1[CH:21]=[CH:20][C:16]([C:17]([N:1]([C:2]2[C:3]([C:8]([O:10][CH3:11])=[O:9])=[N:4][CH:5]=[CH:6][N:7]=2)[C:17](=[O:18])[C:16]2[CH:20]=[CH:21][C:13]([F:12])=[CH:14][CH:15]=2)=[O:18])=[CH:15][CH:14]=1.